From a dataset of Reaction yield outcomes from USPTO patents with 853,638 reactions. Predict the reaction yield, written as a fraction of the theoretical maximum amount of product (1.0 means a 100% yield; for example, 0.34 means a 34% yield). (1) The reactants are [C:1]1([C:7](=O)[CH2:8][C:9]2[CH:14]=[CH:13][CH:12]=[CH:11][CH:10]=2)[CH:6]=[CH:5][CH:4]=[CH:3][CH:2]=1.[Br:16][C:17]1[CH:18]=[C:19]([CH:22]=[C:23]([O:26][CH2:27][CH3:28])[C:24]=1[OH:25])[CH:20]=O.[NH2:29][C:30]([NH2:32])=[O:31].Cl. The catalyst is CCO. The product is [Br:16][C:17]1[CH:18]=[C:19]([CH:20]2[C:8]([C:9]3[CH:14]=[CH:13][CH:12]=[CH:11][CH:10]=3)=[C:7]([C:1]3[CH:6]=[CH:5][CH:4]=[CH:3][CH:2]=3)[NH:32][C:30](=[O:31])[NH:29]2)[CH:22]=[C:23]([O:26][CH2:27][CH3:28])[C:24]=1[OH:25]. The yield is 0.110. (2) The reactants are [NH:1]1[CH2:4][CH:3]([C:5]2[NH:9][N:8]=[C:7]([C:10]3[CH:15]=[CH:14][CH:13]=[C:12]([CH3:16])[N:11]=3)[N:6]=2)[CH2:2]1.C([N:19]([CH2:22]C)[CH2:20][CH3:21])C.C1([C:27]2[CH:34]=[C:33]([C:35]3[C:40]([C:41]4[CH:46]=[CH:45][C:44]([F:47])=[CH:43][CH:42]=4)=[CH:39][N:38]4[N:48]=CN=C4[N:36]=3)[CH:32]=[CH:31][C:28]=2[CH:29]=O)CC1.[BH-](OC(C)=O)(OC(C)=O)O[C:53]([CH3:55])=O.[Na+]. The catalyst is CN1C(=O)CCC1.C(O)(=O)C. The product is [CH:21]1([C:20]2[N:19]=[C:22]3[N:36]=[C:35]([C:33]4[CH:34]=[CH:27][C:28]([CH2:29][N:1]5[CH2:4][CH:3]([C:5]6[N:6]=[C:7]([C:10]7[CH:15]=[CH:14][CH:13]=[C:12]([CH3:16])[N:11]=7)[NH:8][N:9]=6)[CH2:2]5)=[CH:31][CH:32]=4)[C:40]([C:41]4[CH:46]=[CH:45][C:44]([F:47])=[CH:43][CH:42]=4)=[CH:39][N:38]3[N:48]=2)[CH2:55][CH2:53]1. The yield is 0.583. (3) The reactants are [I:1][Si](C)(C)C.[CH:6]1[N:10]2[C:11]3[CH:30]=[CH:29][CH:28]=[CH:27][C:12]=3[CH2:13][CH2:14][C@@H:15]([NH:16]C(=O)OCC3C=CC=CC=3)[C:9]2=[N:8][CH:7]=1.C(O)C.CCCCCC.C(O)C. The catalyst is ClCCl. The product is [IH:1].[IH:1].[CH:6]1[N:10]2[C:11]3[CH:30]=[CH:29][CH:28]=[CH:27][C:12]=3[CH2:13][CH2:14][C@@H:15]([NH2:16])[C:9]2=[N:8][CH:7]=1. The yield is 0.980. (4) The reactants are [CH3:1][N:2]1[C:10]2[C:5](=[C:6]([CH3:11])[CH:7]=[CH:8][CH:9]=2)[C:4]([CH2:12][N:13]2[C:17]3[CH:18]=[CH:19][CH:20]=[CH:21][C:16]=3[N:15]([C@@H:22]([CH2:27][CH2:28][CH3:29])[CH2:23][C:24]([OH:26])=[O:25])[C:14]2=[O:30])=[CH:3]1.[OH-].[Na+:32]. The catalyst is O. The product is [CH3:1][N:2]1[C:10]2[C:5](=[C:6]([CH3:11])[CH:7]=[CH:8][CH:9]=2)[C:4]([CH2:12][N:13]2[C:17]3[CH:18]=[CH:19][CH:20]=[CH:21][C:16]=3[N:15]([C@@H:22]([CH2:27][CH2:28][CH3:29])[CH2:23][C:24]([O-:26])=[O:25])[C:14]2=[O:30])=[CH:3]1.[Na+:32]. The yield is 0.910. (5) The reactants are [F:1][C:2]1[CH:7]=[CH:6][C:5]([F:8])=[CH:4][C:3]=1[CH:9]([S:20]([C:23]1[CH:28]=[CH:27][C:26]([F:29])=[CH:25][CH:24]=1)(=[O:22])=[O:21])[C:10]1[C:11]([CH3:19])=[CH:12][C:13]([C:16]([OH:18])=O)=[N:14][CH:15]=1.[CH3:30][NH:31][CH2:32][CH2:33][OH:34].ON1C2C=CC=CC=2N=N1.CN1CCOCC1.Cl.C(N=C=NCCCN(C)C)C. The catalyst is C(Cl)Cl. The product is [F:1][C:2]1[CH:7]=[CH:6][C:5]([F:8])=[CH:4][C:3]=1[CH:9]([S:20]([C:23]1[CH:24]=[CH:25][C:26]([F:29])=[CH:27][CH:28]=1)(=[O:22])=[O:21])[C:10]1[C:11]([CH3:19])=[CH:12][C:13]([C:16]([N:31]([CH2:32][CH2:33][OH:34])[CH3:30])=[O:18])=[N:14][CH:15]=1. The yield is 0.850. (6) The reactants are Cl[C:2]1[C:3](=[O:26])[N:4]([CH2:15][C:16]2[CH:21]=[CH:20][C:19]([O:22][CH:23]([F:25])[F:24])=[CH:18][CH:17]=2)[S:5](=[O:14])(=[O:13])[C:6]=1[C:7]1[CH:12]=[CH:11][CH:10]=[CH:9][CH:8]=1.[O:27]1[CH2:32][CH2:31][N:30]([C:33]2[CH:39]=[CH:38][C:36]([NH2:37])=[CH:35][CH:34]=2)[CH2:29][CH2:28]1. The catalyst is CC#N. The product is [F:24][CH:23]([F:25])[O:22][C:19]1[CH:20]=[CH:21][C:16]([CH2:15][N:4]2[C:3](=[O:26])[C:2]([NH:37][C:36]3[CH:35]=[CH:34][C:33]([N:30]4[CH2:31][CH2:32][O:27][CH2:28][CH2:29]4)=[CH:39][CH:38]=3)=[C:6]([C:7]3[CH:12]=[CH:11][CH:10]=[CH:9][CH:8]=3)[S:5]2(=[O:14])=[O:13])=[CH:17][CH:18]=1. The yield is 0.260. (7) The reactants are [CH:1]1([NH:6][C:7](=[O:21])[C:8]2[CH:13]=[CH:12][CH:11]=[C:10]([CH2:14][CH:15]3[CH2:20][CH2:19][NH:18][CH2:17][CH2:16]3)[CH:9]=2)[CH2:5][CH2:4][CH2:3][CH2:2]1.Br[CH2:23][CH2:24][O:25][C:26]1[CH:35]=[CH:34][CH:33]=[C:32]2[C:27]=1[CH:28]=[CH:29][C:30]([CH3:36])=[N:31]2. No catalyst specified. The product is [CH:1]1([NH:6][C:7](=[O:21])[C:8]2[CH:13]=[CH:12][CH:11]=[C:10]([CH2:14][CH:15]3[CH2:20][CH2:19][N:18]([CH2:23][CH2:24][O:25][C:26]4[CH:35]=[CH:34][CH:33]=[C:32]5[C:27]=4[CH:28]=[CH:29][C:30]([CH3:36])=[N:31]5)[CH2:17][CH2:16]3)[CH:9]=2)[CH2:5][CH2:4][CH2:3][CH2:2]1. The yield is 0.130.